This data is from Full USPTO retrosynthesis dataset with 1.9M reactions from patents (1976-2016). The task is: Predict the reactants needed to synthesize the given product. (1) Given the product [OH:8][C:5]1[CH:6]=[CH:7][C:2]([NH:1][C:16]([C:13]2[C:12](=[O:19])[N:11]([C:20]3[CH:21]=[CH:22][CH:23]=[CH:24][CH:25]=3)[N:10]([CH3:9])[C:14]=2[CH3:15])=[O:17])=[CH:3][CH:4]=1, predict the reactants needed to synthesize it. The reactants are: [NH2:1][C:2]1[CH:7]=[CH:6][C:5]([OH:8])=[CH:4][CH:3]=1.[CH3:9][N:10]1[C:14]([CH3:15])=[C:13]([C:16](O)=[O:17])[C:12](=[O:19])[N:11]1[C:20]1[CH:25]=[CH:24][CH:23]=[CH:22][CH:21]=1.CCN=C=NCCCN(C)C.C1C=NC2N(O)N=NC=2C=1. (2) Given the product [CH2:1]([O:8][C:9](=[O:54])[NH:10][C@@H:11]1[C:14](=[O:15])[N:13]([CH2:16][C:17]2[CH:22]=[CH:21][C:20]([O:23][CH3:24])=[CH:19][C:18]=2[O:25][CH3:26])[C@@H:12]1[CH2:27][N:28]1[N:29]=[C:30]([CH2:35][O:36][Si:37]([C:50]([CH3:51])([CH3:53])[CH3:52])([C:44]2[CH:49]=[CH:48][CH:47]=[CH:46][CH:45]=2)[C:38]2[CH:39]=[CH:40][CH:41]=[CH:42][CH:43]=2)[C:31]([CH2:33][NH:34][S:64]([C:59]2[CH:60]=[CH:61][CH:62]=[CH:63][C:58]=2[N+:55]([O-:57])=[O:56])(=[O:65])=[O:66])=[N:32]1)[C:2]1[CH:7]=[CH:6][CH:5]=[CH:4][CH:3]=1, predict the reactants needed to synthesize it. The reactants are: [CH2:1]([O:8][C:9](=[O:54])[NH:10][C@@H:11]1[C:14](=[O:15])[N:13]([CH2:16][C:17]2[CH:22]=[CH:21][C:20]([O:23][CH3:24])=[CH:19][C:18]=2[O:25][CH3:26])[C@@H:12]1[CH2:27][N:28]1[N:32]=[C:31]([CH2:33][NH2:34])[C:30]([CH2:35][O:36][Si:37]([C:50]([CH3:53])([CH3:52])[CH3:51])([C:44]2[CH:49]=[CH:48][CH:47]=[CH:46][CH:45]=2)[C:38]2[CH:43]=[CH:42][CH:41]=[CH:40][CH:39]=2)=[N:29]1)[C:2]1[CH:7]=[CH:6][CH:5]=[CH:4][CH:3]=1.[N+:55]([C:58]1[CH:63]=[CH:62][CH:61]=[CH:60][C:59]=1[S:64](Cl)(=[O:66])=[O:65])([O-:57])=[O:56].